Dataset: Forward reaction prediction with 1.9M reactions from USPTO patents (1976-2016). Task: Predict the product of the given reaction. (1) Given the reactants [NH2:1][C:2]1[S:3][C:4]([CH3:10])=[CH:5][C:6]=1[C:7]([NH2:9])=[O:8].[F:11][C:12]([F:23])([C:16]1[CH:21]=[CH:20][C:19]([F:22])=[CH:18][CH:17]=1)[C:13](O)=[O:14].CN(C(ON1N=NC2C=CC=NC1=2)=[N+](C)C)C.F[P-](F)(F)(F)(F)F.C(N(C(C)C)CC)(C)C, predict the reaction product. The product is: [F:23][C:12]([F:11])([C:16]1[CH:21]=[CH:20][C:19]([F:22])=[CH:18][CH:17]=1)[C:13]([NH:1][C:2]1[S:3][C:4]([CH3:10])=[CH:5][C:6]=1[C:7]([NH2:9])=[O:8])=[O:14]. (2) The product is: [CH:1]1[C:9]2[C:8]3[CH:10]=[CH:11][CH:12]=[CH:13][C:7]=3[O:6][C:5]=2[C:4]([OH:28])=[CH:3][CH:2]=1. Given the reactants [CH:1]1[C:9]2[C:8]3[CH:10]=[CH:11][CH:12]=[CH:13][C:7]=3[O:6][C:5]=2[CH:4]=[CH:3][CH:2]=1.CN(C)CCN(C)C.[Li]CCCC.B(OCCCC)(OCCCC)[O:28]CCCC.OO.Cl, predict the reaction product. (3) Given the reactants [CH3:1][S:2]([C:5]1[CH:10]=[CH:9][C:8]([C:11](=O)[CH3:12])=[CH:7][CH:6]=1)(=[O:4])=[O:3].[CH2:14]([NH2:17])[CH2:15][NH2:16].[BH4-].[Na+].Cl, predict the reaction product. The product is: [CH3:1][S:2]([C:5]1[CH:10]=[CH:9][C:8]([CH:11]([NH:16][CH2:15][CH2:14][NH2:17])[CH3:12])=[CH:7][CH:6]=1)(=[O:4])=[O:3]. (4) Given the reactants [NH2:1][C:2]1[CH:3]=[CH:4][C:5]([CH3:9])=[CH:6][C:7]=1[OH:8].N1C=CC=CC=1.[Cl:16][C:17]1[S:18][C:19]([Cl:25])=[CH:20][C:21]=1[C:22](Cl)=[O:23], predict the reaction product. The product is: [Cl:16][C:17]1[S:18][C:19]([Cl:25])=[CH:20][C:21]=1[C:22]([NH:1][C:2]1[CH:3]=[CH:4][C:5]([CH3:9])=[CH:6][C:7]=1[OH:8])=[O:23]. (5) Given the reactants O[C:2]1([C:22]2[S:23][CH:24]=[CH:25][N:26]=2)[CH2:8][CH:7]2[N:9]([C:10]([C:12]3[CH:16]=[C:15]([C:17]4[CH:18]=[N:19][NH:20][CH:21]=4)[S:14][CH:13]=3)=[O:11])[CH:4]([CH2:5][CH2:6]2)[CH2:3]1.CCN(S(F)(F)[F:33])CC.C(=O)([O-])O.[Na+], predict the reaction product. The product is: [F:33][C:2]1([C:22]2[S:23][CH:24]=[CH:25][N:26]=2)[CH2:8][CH:7]2[N:9]([C:10]([C:12]3[CH:16]=[C:15]([C:17]4[CH:18]=[N:19][NH:20][CH:21]=4)[S:14][CH:13]=3)=[O:11])[CH:4]([CH2:5][CH2:6]2)[CH2:3]1. (6) The product is: [CH2:12]([O:11][C:9]([N:6]1[CH2:7][CH2:8][N:3]([C:2]2[N:1]=[C:16]([C:17]3[CH:22]=[CH:21][CH:20]=[C:19]([Cl:23])[CH:18]=3)[O:15][N:14]=2)[CH2:4][CH2:5]1)=[O:10])[CH3:13]. Given the reactants [NH2:1][C:2](=[N:14][O:15][C:16](=O)[C:17]1[CH:22]=[CH:21][CH:20]=[C:19]([Cl:23])[CH:18]=1)[N:3]1[CH2:8][CH2:7][N:6]([C:9]([O:11][CH2:12][CH3:13])=[O:10])[CH2:5][CH2:4]1.CCCC[N+](CCCC)(CCCC)CCCC.[F-], predict the reaction product. (7) Given the reactants [Cl-].[CH3:2][O:3][CH2:4][P+](C1C=CC=CC=1)(C1C=CC=CC=1)C1C=CC=CC=1.CC(C)([O-])C.[K+].[N:30]1[CH:35]=[CH:34][CH:33]=[CH:32][C:31]=1[CH:36]=O.CCCCCC, predict the reaction product. The product is: [CH3:2][O:3]/[CH:4]=[CH:36]\[C:31]1[CH:32]=[CH:33][CH:34]=[CH:35][N:30]=1.